This data is from Forward reaction prediction with 1.9M reactions from USPTO patents (1976-2016). The task is: Predict the product of the given reaction. Given the reactants Cl[CH2:2][C:3]1[N:4]=[CH:5][S:6][CH:7]=1.[Cl:8][C:9]1[CH:10]=[C:11]([NH:16][C:17]2[C:26]3[C:21](=[CH:22][CH:23]=[CH:24][C:25]=3[O:27][CH2:28][C@H:29]([N:31]([CH3:36])[C:32](=[O:35])[CH2:33][OH:34])[CH3:30])[N:20]=[CH:19][N:18]=2)[CH:12]=[CH:13][C:14]=1[OH:15], predict the reaction product. The product is: [Cl:8][C:9]1[CH:10]=[C:11]([NH:16][C:17]2[C:26]3[C:21](=[CH:22][CH:23]=[CH:24][C:25]=3[O:27][CH2:28][C@H:29]([N:31]([CH3:36])[C:32](=[O:35])[CH2:33][OH:34])[CH3:30])[N:20]=[CH:19][N:18]=2)[CH:12]=[CH:13][C:14]=1[O:15][CH2:2][C:3]1[N:4]=[CH:5][S:6][CH:7]=1.